Dataset: Full USPTO retrosynthesis dataset with 1.9M reactions from patents (1976-2016). Task: Predict the reactants needed to synthesize the given product. (1) Given the product [Cl:1][C:2]1[CH:7]=[C:6]([Cl:8])[CH:5]=[CH:4][C:3]=1[NH:9][C:10]1[N:15]=[C:14]([C:16]([F:17])([F:18])[F:19])[C:13]([C:20]([OH:22])=[O:21])=[CH:12][N:11]=1, predict the reactants needed to synthesize it. The reactants are: [Cl:1][C:2]1[CH:7]=[C:6]([Cl:8])[CH:5]=[CH:4][C:3]=1[NH:9][C:10]1[N:15]=[C:14]([C:16]([F:19])([F:18])[F:17])[C:13]([C:20]([O:22]C)=[O:21])=[CH:12][N:11]=1.[OH-].[K+]. (2) Given the product [ClH:36].[O:1]=[C:2]1[C:11]2[CH:12]=[N:13][NH:14][C:10]=2[C:9]2[N:8]=[CH:7][C:6]([C:21]3[C:22]([C:27]([O:29][CH3:30])=[O:28])=[N:23][CH:24]=[CH:25][CH:26]=3)=[CH:5][C:4]=2[N:3]1[CH2:31][C:32]([F:33])([F:35])[F:34], predict the reactants needed to synthesize it. The reactants are: [O:1]=[C:2]1[C:11]2[CH:12]=[N:13][N:14](C3CCCCO3)[C:10]=2[C:9]2[N:8]=[CH:7][C:6]([C:21]3[C:22]([C:27]([O:29][CH3:30])=[O:28])=[N:23][CH:24]=[CH:25][CH:26]=3)=[CH:5][C:4]=2[N:3]1[CH2:31][C:32]([F:35])([F:34])[F:33].[ClH:36].